From a dataset of Forward reaction prediction with 1.9M reactions from USPTO patents (1976-2016). Predict the product of the given reaction. (1) Given the reactants [C:1]([NH:5][C:6]([C:8]1[C:16]2[C:11](=[N:12][CH:13]=[C:14]([NH:17][C:18]3[CH:19]=[N:20][C:21]([CH3:24])=[N:22][CH:23]=3)[N:15]=2)[N:10](COCC[Si](C)(C)C)[CH:9]=1)=[O:7])([CH3:4])([CH3:3])[CH3:2].FC(F)(F)C(O)=O, predict the reaction product. The product is: [C:1]([NH:5][C:6]([C:8]1[C:16]2[C:11](=[N:12][CH:13]=[C:14]([NH:17][C:18]3[CH:23]=[N:22][C:21]([CH3:24])=[N:20][CH:19]=3)[N:15]=2)[NH:10][CH:9]=1)=[O:7])([CH3:4])([CH3:3])[CH3:2]. (2) Given the reactants Cl.CCCCCC[CH2:8][CH3:9].CC[N:12]([CH:16]([CH3:18])C)[CH:13]([CH3:15])C.Cl[C:20]1[N:24]([CH3:25])[N:23]=[CH:22][C:21]=1[N+:26]([O-:28])=[O:27].[F-].[K+].CS(C)=[O:33], predict the reaction product. The product is: [CH3:25][N:24]1[C:20]([N:12]2[CH2:13][CH:15]3[O:33][CH:18]([CH2:8][CH2:9]3)[CH2:16]2)=[C:21]([N+:26]([O-:28])=[O:27])[CH:22]=[N:23]1.